The task is: Predict the reactants needed to synthesize the given product.. This data is from Full USPTO retrosynthesis dataset with 1.9M reactions from patents (1976-2016). The reactants are: [B:10]1([B:10]2[O:14][C:13]([CH3:16])([CH3:15])[C:12]([CH3:18])([CH3:17])[O:11]2)[O:14][C:13]([CH3:16])([CH3:15])[C:12]([CH3:18])([CH3:17])[O:11]1.Cl[C:20]1[CH:25]=[CH:24][CH:23]=[CH:22][C:21]=1[C:26]([CH:28]1[CH2:33][CH2:32][N:31]([C:34]([O:36][C:37]([CH3:40])([CH3:39])[CH3:38])=[O:35])[CH2:30][CH2:29]1)=[O:27].C1(P(C2CCCCC2)C2CCCCC2)CCCCC1.C([O-])(=O)C.[K+]. Given the product [CH3:16][C:13]1([CH3:15])[C:12]([CH3:17])([CH3:18])[O:11][B:10]([C:20]2[CH:25]=[CH:24][CH:23]=[CH:22][C:21]=2[C:26]([CH:28]2[CH2:29][CH2:30][N:31]([C:34]([O:36][C:37]([CH3:40])([CH3:39])[CH3:38])=[O:35])[CH2:32][CH2:33]2)=[O:27])[O:14]1, predict the reactants needed to synthesize it.